This data is from Catalyst prediction with 721,799 reactions and 888 catalyst types from USPTO. The task is: Predict which catalyst facilitates the given reaction. (1) Reactant: [H-].C([Al+]CC(C)C)C(C)C.[CH3:11][O:12][CH2:13][CH2:14][O:15][C:16]1[CH:17]=[CH:18][CH:19]=[C:20]2[C:25]=1[CH:24]=[C:23]([C:26](OC)=[O:27])[CH:22]=[CH:21]2.C(OCC)(=O)C.C(C(C(C([O-])=O)O)O)([O-])=O.[K+].[Na+]. Product: [CH3:11][O:12][CH2:13][CH2:14][O:15][C:16]1[CH:17]=[CH:18][CH:19]=[C:20]2[C:25]=1[CH:24]=[C:23]([CH2:26][OH:27])[CH:22]=[CH:21]2. The catalyst class is: 4. (2) Reactant: [NH2:1][C:2]1[N:11]=[CH:10][C:9]2[C:4](=[CH:5][CH:6]=[C:7]([C:12]3[C:13](=[O:19])[NH:14][CH:15]=[CH:16][C:17]=3[CH3:18])[CH:8]=2)[N:3]=1.CC(C)([O-])C.[Na+].Br[CH2:27][CH2:28][CH:29]1[CH2:34][CH2:33][CH2:32][CH2:31][CH2:30]1. Product: [NH2:1][C:2]1[N:11]=[CH:10][C:9]2[C:4](=[CH:5][CH:6]=[C:7]([C:12]3[C:13](=[O:19])[N:14]([CH2:27][CH2:28][CH:29]4[CH2:34][CH2:33][CH2:32][CH2:31][CH2:30]4)[CH:15]=[CH:16][C:17]=3[CH3:18])[CH:8]=2)[N:3]=1. The catalyst class is: 3.